This data is from Peptide-MHC class II binding affinity with 134,281 pairs from IEDB. The task is: Regression. Given a peptide amino acid sequence and an MHC pseudo amino acid sequence, predict their binding affinity value. This is MHC class II binding data. (1) The peptide sequence is SQDLELSWNLNILQAY. The MHC is HLA-DQA10301-DQB10302 with pseudo-sequence HLA-DQA10301-DQB10302. The binding affinity (normalized) is 0.542. (2) The peptide sequence is LVNLLIFHINGKIIK. The MHC is DRB1_1201 with pseudo-sequence DRB1_1201. The binding affinity (normalized) is 0.178. (3) The binding affinity (normalized) is 0.322. The peptide sequence is YVIRAQLHVGAKQEN. The MHC is DRB1_0802 with pseudo-sequence DRB1_0802.